This data is from Full USPTO retrosynthesis dataset with 1.9M reactions from patents (1976-2016). The task is: Predict the reactants needed to synthesize the given product. (1) Given the product [CH3:1][C:2]1[C:11]2[NH:10][C:9](=[O:12])[CH2:8][N:7]([C:22](=[O:23])[CH:21]([O:20][C:19]3[CH:27]=[CH:28][C:16]([O:15][C:14]([F:30])([F:29])[F:13])=[CH:17][CH:18]=3)[CH2:25][CH3:26])[C:6]=2[N:5]=[CH:4][CH:3]=1, predict the reactants needed to synthesize it. The reactants are: [CH3:1][C:2]1[C:11]2[NH:10][C:9](=[O:12])[CH2:8][NH:7][C:6]=2[N:5]=[CH:4][CH:3]=1.[F:13][C:14]([F:30])([F:29])[O:15][C:16]1[CH:28]=[CH:27][C:19]([O:20][CH:21]([CH2:25][CH3:26])[C:22](O)=[O:23])=[CH:18][CH:17]=1.Cl.CN(C)CCCN=C=NCC.O.ON1C2C=CC=CC=2N=N1. (2) Given the product [Cl:1][C:2]1[C:7]([CH2:8][NH:9][C:33](=[O:38])[C:34]([CH3:37])([CH3:36])[CH3:35])=[CH:6][C:5]([C:10]2[CH:11]=[C:12]3[C:17](=[CH:18][CH:19]=2)[N:16]=[CH:15][CH:14]=[C:13]3[N:20]2[CH2:25][CH2:24][O:23][CH2:22][CH2:21]2)=[CH:4][N:3]=1, predict the reactants needed to synthesize it. The reactants are: [Cl:1][C:2]1[C:7]([CH2:8][NH2:9])=[CH:6][C:5]([C:10]2[CH:11]=[C:12]3[C:17](=[CH:18][CH:19]=2)[N:16]=[CH:15][CH:14]=[C:13]3[N:20]2[CH2:25][CH2:24][O:23][CH2:22][CH2:21]2)=[CH:4][N:3]=1.CCN(CC)CC.[C:33](Cl)(=[O:38])[C:34]([CH3:37])([CH3:36])[CH3:35]. (3) Given the product [CH3:30][C:29]1[C:24]([N:21]2[CH2:22][CH2:23][N:18]([C:16]([C:12]3[C:13]([F:15])=[CH:14][C:9]([N:1]4[CH2:6][CH2:5][CH2:4][CH2:3][C:2]4=[O:7])=[CH:10][C:11]=3[F:32])=[O:17])[CH2:19][CH2:20]2)=[N:25][CH:26]=[C:27]([CH3:31])[CH:28]=1, predict the reactants needed to synthesize it. The reactants are: [NH:1]1[CH2:6][CH2:5][CH2:4][CH2:3][C:2]1=[O:7].Br[C:9]1[CH:14]=[C:13]([F:15])[C:12]([C:16]([N:18]2[CH2:23][CH2:22][N:21]([C:24]3[C:29]([CH3:30])=[CH:28][C:27]([CH3:31])=[CH:26][N:25]=3)[CH2:20][CH2:19]2)=[O:17])=[C:11]([F:32])[CH:10]=1. (4) Given the product [Br:24][C:21]1[CH:22]=[CH:23][C:16]([N:15]=[C:8]2[CH2:9][CH2:10][CH2:11][N:7]2[CH2:6][C:5]2[CH:13]=[CH:14][C:2]([F:1])=[CH:3][CH:4]=2)=[C:17]([CH:20]=1)[C:18]#[N:19], predict the reactants needed to synthesize it. The reactants are: [F:1][C:2]1[CH:14]=[CH:13][C:5]([CH2:6][N:7]2[CH2:11][CH2:10][CH2:9][C:8]2=O)=[CH:4][CH:3]=1.[NH2:15][C:16]1[CH:23]=[CH:22][C:21]([Br:24])=[CH:20][C:17]=1[C:18]#[N:19].[OH-].[Na+]. (5) The reactants are: [Cl:1][C:2]1[N:7]=[C:6]([NH2:8])[C:5]([CH3:9])=[CH:4][N:3]=1.Br[C:11]1[CH:16]=[CH:15][C:14]([Cl:17])=[C:13]([CH3:18])[CH:12]=1.CC1(C)C2C(=C(P(C3C=CC=CC=3)C3C=CC=CC=3)C=CC=2)OC2C(P(C3C=CC=CC=3)C3C=CC=CC=3)=CC=CC1=2.C(=O)([O-])[O-].[Cs+].[Cs+]. Given the product [Cl:17][C:14]1[CH:15]=[CH:16][C:11]([NH:8][C:6]2[C:5]([CH3:9])=[CH:4][N:3]=[C:2]([Cl:1])[N:7]=2)=[CH:12][C:13]=1[CH3:18], predict the reactants needed to synthesize it. (6) Given the product [Cl:1][C:2]1[CH:3]=[C:4]2[C:8](=[CH:9][CH:10]=1)[NH:7][C:6]([C:20]([NH2:49])=[O:22])=[C:5]2[S:25]([N:28]1[CH2:33][CH2:32][O:31][C@H:30]([CH2:34][O:35][C:36]2[CH:37]=[CH:38][C:39]([C:42]3[CH:47]=[CH:46][CH:45]=[CH:44][C:43]=3[Cl:48])=[CH:40][CH:41]=2)[CH2:29]1)(=[O:26])=[O:27], predict the reactants needed to synthesize it. The reactants are: [Cl:1][C:2]1[CH:3]=[C:4]2[C:8](=[CH:9][CH:10]=1)[N:7](S(C1C=CC=CC=1)(=O)=O)[C:6]([C:20]([O:22]CC)=O)=[C:5]2[S:25]([N:28]1[CH2:33][CH2:32][O:31][C@H:30]([CH2:34][O:35][C:36]2[CH:41]=[CH:40][C:39]([C:42]3[CH:47]=[CH:46][CH:45]=[CH:44][C:43]=3[Cl:48])=[CH:38][CH:37]=2)[CH2:29]1)(=[O:27])=[O:26].[NH3:49]. (7) The reactants are: Cl[C:2]1[N:7]=[CH:6][N:5]=[C:4]([NH2:8])[CH:3]=1.CC(C)([O-])C.[K+].[CH:15]1([CH2:18][OH:19])[CH2:17][CH2:16]1.CS(C)=O. Given the product [CH:15]1([CH2:18][O:19][C:2]2[N:7]=[CH:6][N:5]=[C:4]([NH2:8])[CH:3]=2)[CH2:17][CH2:16]1, predict the reactants needed to synthesize it.